Dataset: Forward reaction prediction with 1.9M reactions from USPTO patents (1976-2016). Task: Predict the product of the given reaction. (1) Given the reactants Br[C:2]1[N:9]=[CH:8][CH:7]=[C:6]([Cl:10])[C:3]=1[CH:4]=[O:5].[C:11]1(=[O:24])[C:16]2[CH:17]=[C:18]3[N:23]([C:15]=2[CH2:14][CH2:13][NH:12]1)[CH2:22][CH2:21][CH2:20][CH2:19]3.CC1(C)C2C(=C(P(C3C=CC=CC=3)C3C=CC=CC=3)C=CC=2)OC2C(P(C3C=CC=CC=3)C3C=CC=CC=3)=CC=CC1=2.C(=O)([O-])[O-].[K+].[K+], predict the reaction product. The product is: [Cl:10][C:6]1[C:3]([CH:4]=[O:5])=[C:2]([N:12]2[CH2:13][CH2:14][C:15]3[N:23]4[C:18]([CH2:19][CH2:20][CH2:21][CH2:22]4)=[CH:17][C:16]=3[C:11]2=[O:24])[N:9]=[CH:8][CH:7]=1. (2) Given the reactants C[Li].[CH:3]([Mg]Cl)([CH3:5])[CH3:4].[F:8][C:9]1([F:22])[C:18]2[C:13](=[CH:14][CH:15]=[C:16]([F:19])[CH:17]=2)[C:12](=[O:20])[CH:11]([OH:21])[CH2:10]1, predict the reaction product. The product is: [F:22][C:9]1([F:8])[C:18]2[C:13](=[CH:14][CH:15]=[C:16]([F:19])[CH:17]=2)[C:12]([CH:3]([CH3:5])[CH3:4])([OH:20])[CH:11]([OH:21])[CH2:10]1. (3) Given the reactants [OH:1][B:2]1[C:6]2[CH:7]=[C:8]([OH:12])[CH:9]=[C:10]([CH3:11])[C:5]=2[CH:4]([CH2:13][C:14]([O:16][CH2:17][CH3:18])=[O:15])[O:3]1.Cl[C:20]1[C:21]([C:26]#[N:27])=[N:22][CH:23]=[CH:24][N:25]=1.C(=O)([O-])[O-].[Cs+].[Cs+].Cl, predict the reaction product. The product is: [CH2:17]([O:16][C:14](=[O:15])[CH2:13][CH:4]1[O:3][B:2]([OH:1])[C:6]2[CH:7]=[C:8]([O:12][C:20]3[C:21]([C:26]#[N:27])=[N:22][CH:23]=[CH:24][N:25]=3)[CH:9]=[C:10]([CH3:11])[C:5]1=2)[CH3:18]. (4) The product is: [CH3:4][CH:3]([CH3:5])[CH2:2][CH2:1][O:30][C:15]1[CH:14]=[CH:13][C:26]2[NH:27][N:28]=[C:24]3[C:23]4[C:18](=[CH:19][CH:20]=[CH:21][CH:22]=4)[C:17](=[O:29])[C:16]=1[C:25]=23. Given the reactants [CH2:1](Br)[CH2:2][CH:3]([CH3:5])[CH3:4].COCCOC[C:13]1[C:26]2[NH:27][N:28]=[C:24]3[C:25]=2[C:16]([C:17](=[O:29])[C:18]2[C:23]3=[CH:22][CH:21]=[CH:20][CH:19]=2)=[C:15]([OH:30])[CH:14]=1.C(=O)([O-])[O-].[K+].[K+].O, predict the reaction product.